Dataset: NCI-60 drug combinations with 297,098 pairs across 59 cell lines. Task: Regression. Given two drug SMILES strings and cell line genomic features, predict the synergy score measuring deviation from expected non-interaction effect. Drug 1: C1=C(C(=O)NC(=O)N1)F. Drug 2: CCC1(CC2CC(C3=C(CCN(C2)C1)C4=CC=CC=C4N3)(C5=C(C=C6C(=C5)C78CCN9C7C(C=CC9)(C(C(C8N6C=O)(C(=O)OC)O)OC(=O)C)CC)OC)C(=O)OC)O.OS(=O)(=O)O. Cell line: MALME-3M. Synergy scores: CSS=26.3, Synergy_ZIP=-1.86, Synergy_Bliss=-0.266, Synergy_Loewe=0.232, Synergy_HSA=0.386.